Dataset: Catalyst prediction with 721,799 reactions and 888 catalyst types from USPTO. Task: Predict which catalyst facilitates the given reaction. Reactant: [CH3:1][CH2:2][CH2:3][N:4]1[C@H:9]([C:10]([NH:12][C:13]2[C:14]([CH3:20])=[CH:15][CH:16]=[CH:17][C:18]=2[CH3:19])=[O:11])[CH2:8][CH2:7][CH2:6][CH2:5]1.C(C(C(C([O-])=O)O)O)([O-])=O.[OH-].[Na+]. Product: [CH3:1][CH2:2][CH2:3][N:4]1[C@H:9]([C:10]([NH:12][C:13]2[C:18]([CH3:19])=[CH:17][CH:16]=[CH:15][C:14]=2[CH3:20])=[O:11])[CH2:8][CH2:7][CH2:6][CH2:5]1. The catalyst class is: 6.